This data is from Full USPTO retrosynthesis dataset with 1.9M reactions from patents (1976-2016). The task is: Predict the reactants needed to synthesize the given product. Given the product [F:1][C:2]1[CH:32]=[CH:31][C:5]([CH2:6][N:7]2[C:12](=[O:13])[C:11]([C:14]3[NH:19][C:18]4[CH:20]=[CH:21][C:22]([N:48]([CH3:47])[S:49]([CH3:52])(=[O:51])=[O:50])=[CH:23][C:17]=4[S:16](=[O:26])(=[O:25])[N:15]=3)=[C:10]([OH:27])[C:9]3=[CH:28][CH:29]=[CH:30][N:8]23)=[CH:4][CH:3]=1, predict the reactants needed to synthesize it. The reactants are: [F:1][C:2]1[CH:32]=[CH:31][C:5]([CH2:6][N:7]2[C:12](=[O:13])[C:11]([C:14]3[NH:19][C:18]4[CH:20]=[CH:21][C:22](I)=[CH:23][C:17]=4[S:16](=[O:26])(=[O:25])[N:15]=3)=[C:10]([OH:27])[C:9]3=[CH:28][CH:29]=[CH:30][N:8]23)=[CH:4][CH:3]=1.P([O-])([O-])([O-])=O.[K+].[K+].[K+].N(CC(O)=O)C.[CH3:47][NH:48][S:49]([CH3:52])(=[O:51])=[O:50].